Dataset: Reaction yield outcomes from USPTO patents with 853,638 reactions. Task: Predict the reaction yield, written as a fraction of the theoretical maximum amount of product (1.0 means a 100% yield; for example, 0.34 means a 34% yield). The reactants are [CH3:1][C:2]1[CH:7]=[CH:6][CH:5]=[C:4]([CH3:8])[C:3]=1[NH:9][C:10]([NH:12][CH:13]1[CH2:15][CH:14]1[C:16]1[CH:21]=[CH:20][C:19]([C:22]2[N:26]=[CH:25][N:24]([C:27]3[CH:32]=[CH:31][C:30]([O:33][C:34]([F:37])([F:36])[F:35])=[CH:29][CH:28]=3)[N:23]=2)=[CH:18][CH:17]=1)=[S:11].[C:38]([O:43][CH2:44]Cl)(=[O:42])[CH:39]([CH3:41])[CH3:40]. The yield is 0.190. The product is [C:38]([O:43][CH2:44][S:11]/[C:10](=[N:9]\[C:3]1[C:4]([CH3:8])=[CH:5][CH:6]=[CH:7][C:2]=1[CH3:1])/[NH:12][CH:13]1[CH2:15][CH:14]1[C:16]1[CH:17]=[CH:18][C:19]([C:22]2[N:26]=[CH:25][N:24]([C:27]3[CH:28]=[CH:29][C:30]([O:33][C:34]([F:36])([F:37])[F:35])=[CH:31][CH:32]=3)[N:23]=2)=[CH:20][CH:21]=1)(=[O:42])[CH:39]([CH3:41])[CH3:40]. The catalyst is C(Cl)(Cl)Cl.